This data is from Forward reaction prediction with 1.9M reactions from USPTO patents (1976-2016). The task is: Predict the product of the given reaction. (1) Given the reactants [CH2:1]([O:3][C:4](=[O:16])[CH2:5][O:6][C:7]1[CH:12]=[CH:11][C:10]([N+:13]([O-])=O)=[CH:9][CH:8]=1)[CH3:2].C(OCC)(=O)C.CO, predict the reaction product. The product is: [CH2:1]([O:3][C:4](=[O:16])[CH2:5][O:6][C:7]1[CH:12]=[CH:11][C:10]([NH2:13])=[CH:9][CH:8]=1)[CH3:2]. (2) Given the reactants [NH2:1][C:2]1[CH:3]=[C:4]([NH:18][C:19]2[N:24]=[C:23]([O:25][CH:26]3[CH2:31][CH2:30][N:29]([C:32]([O:34][C:35]([CH3:38])([CH3:37])[CH3:36])=[O:33])[CH2:28][CH2:27]3)[CH:22]=[CH:21][N:20]=2)[CH:5]=[C:6]([C:8]2[S:12][C:11]([C:13]3([OH:17])[CH2:16][CH2:15][CH2:14]3)=[N:10][CH:9]=2)[CH:7]=1.[C:39](Cl)(=[O:41])[CH3:40].C(N(CC)CC)C, predict the reaction product. The product is: [C:39]([NH:1][C:2]1[CH:3]=[C:4]([NH:18][C:19]2[N:24]=[C:23]([O:25][CH:26]3[CH2:27][CH2:28][N:29]([C:32]([O:34][C:35]([CH3:38])([CH3:37])[CH3:36])=[O:33])[CH2:30][CH2:31]3)[CH:22]=[CH:21][N:20]=2)[CH:5]=[C:6]([C:8]2[S:12][C:11]([C:13]3([OH:17])[CH2:16][CH2:15][CH2:14]3)=[N:10][CH:9]=2)[CH:7]=1)(=[O:41])[CH3:40]. (3) Given the reactants [NH2:1][C:2]1[CH:47]=[C:46]([N:48]2[CH2:53][CH2:52][N:51]([CH3:54])[CH2:50][CH2:49]2)[CH:45]=[CH:44][C:3]=1[C:4]([NH:6][C:7]1[C:15]2[C:10](=[CH:11][CH:12]=[C:13]([CH2:16][C:17]3[CH:22]=[C:21]([F:23])[CH:20]=[C:19]([F:24])[CH:18]=3)[CH:14]=2)[N:9](C(C2C=CC=CC=2)(C2C=CC=CC=2)C2C=CC=CC=2)[N:8]=1)=[O:5].[CH3:55][S:56]([Cl:59])(=[O:58])=[O:57].Cl, predict the reaction product. The product is: [ClH:59].[F:23][C:21]1[CH:22]=[C:17]([CH:18]=[C:19]([F:24])[CH:20]=1)[CH2:16][C:13]1[CH:14]=[C:15]2[C:10](=[CH:11][CH:12]=1)[NH:9][N:8]=[C:7]2[NH:6][C:4](=[O:5])[C:3]1[CH:44]=[CH:45][C:46]([N:48]2[CH2:53][CH2:52][N:51]([CH3:54])[CH2:50][CH2:49]2)=[CH:47][C:2]=1[NH:1][S:56]([CH3:55])(=[O:58])=[O:57].